From a dataset of Forward reaction prediction with 1.9M reactions from USPTO patents (1976-2016). Predict the product of the given reaction. (1) Given the reactants C([O:4][CH2:5][C:6]([N:8]1[CH2:13][CH2:12][N:11]([CH2:14][C:15]2[CH:16]=[N:17][C:18]([C:21]3[S:29][C:28]4[C:23](=[N:24][CH:25]=[CH:26][C:27]=4[O:30][C:31]4[CH:36]=[CH:35][C:34]([NH:37][C:38]([NH:40][CH:41]5[CH2:43][CH2:42]5)=[O:39])=[CH:33][C:32]=4[F:44])[CH:22]=3)=[CH:19][CH:20]=2)[C@H:10]([CH3:45])[CH2:9]1)=[O:7])(=O)C.[OH-].[Na+], predict the reaction product. The product is: [CH:41]1([NH:40][C:38]([NH:37][C:34]2[CH:35]=[CH:36][C:31]([O:30][C:27]3[CH:26]=[CH:25][N:24]=[C:23]4[CH:22]=[C:21]([C:18]5[CH:19]=[CH:20][C:15]([CH2:14][N:11]6[CH2:12][CH2:13][N:8]([C:6](=[O:7])[CH2:5][OH:4])[CH2:9][C@H:10]6[CH3:45])=[CH:16][N:17]=5)[S:29][C:28]=34)=[C:32]([F:44])[CH:33]=2)=[O:39])[CH2:42][CH2:43]1. (2) Given the reactants [C:1]([NH:4][C@@H:5]1[C@@H:10]([O:11][C:12](=[O:14])[CH3:13])[C@H:9]([O:15][C:16](=[O:18])[CH3:17])[C@@H:8]([CH2:19][O:20][C:21](=[O:23])[CH3:22])[O:7][C@H:6]1[O:24][C@@H:25]1[C@H:34]([O:35][CH2:36][C:37]2[CH:42]=[CH:41][CH:40]=[CH:39][CH:38]=2)[C@@H:33]([O:43][CH2:44][C:45]2[CH:50]=[CH:49][CH:48]=[CH:47][CH:46]=2)[C@H:32]([CH3:51])[O:31][C@H:26]1[O:27]CC=C)(=[O:3])[CH3:2], predict the reaction product. The product is: [C:1]([NH:4][C@@H:5]1[C@@H:10]([O:11][C:12](=[O:14])[CH3:13])[C@H:9]([O:15][C:16](=[O:18])[CH3:17])[C@@H:8]([CH2:19][O:20][C:21](=[O:23])[CH3:22])[O:7][C@H:6]1[O:24][C@@H:25]1[C@H:34]([O:35][CH2:36][C:37]2[CH:42]=[CH:41][CH:40]=[CH:39][CH:38]=2)[C@@H:33]([O:43][CH2:44][C:45]2[CH:50]=[CH:49][CH:48]=[CH:47][CH:46]=2)[C@H:32]([CH3:51])[O:31][C@H:26]1[OH:27])(=[O:3])[CH3:2]. (3) Given the reactants C(OC([N:8]1[CH2:13][CH2:12][N:11]([CH2:14][C:15]#[CH:16])[CH2:10][CH2:9]1)=O)(C)(C)C.C(O)(C(F)(F)F)=O, predict the reaction product. The product is: [CH2:14]([N:11]1[CH2:12][CH2:13][NH:8][CH2:9][CH2:10]1)[C:15]#[CH:16]. (4) The product is: [Cl:10][C:11]1[CH:12]=[C:13]2[NH:36][C:35]([O:45][C@H:46]3[C@H:50]4[O:51][CH2:52][C@@H:53]([OH:54])[C@H:49]4[O:48][CH2:47]3)=[N:34][C:14]2=[N:15][C:16]=1[C:17]1[CH:18]=[CH:19][C:20]([C:23]2[CH:24]=[N:25][C:26]([N:29]3[CH:33]=[CH:32][CH:31]=[N:30]3)=[CH:27][CH:28]=2)=[CH:21][CH:22]=1. Given the reactants C(O)=O.OS([O-])(=O)=O.[K+].[Cl:10][C:11]1[CH:12]=[C:13]2[N:36](COCC[Si](C)(C)C)[C:35]([O:45][C@H:46]3[C@H:50]4[O:51][CH2:52][C@@H:53]([OH:54])[C@H:49]4[O:48][CH2:47]3)=[N:34][C:14]2=[N:15][C:16]=1[C:17]1[CH:22]=[CH:21][C:20]([C:23]2[CH:24]=[N:25][C:26]([N:29]3[CH:33]=[CH:32][CH:31]=[N:30]3)=[CH:27][CH:28]=2)=[CH:19][CH:18]=1.[OH-].[Na+], predict the reaction product. (5) Given the reactants [NH2:1][C:2]1[N:12]=[CH:11][C:10]([C:13]2[C:14]([Cl:40])=[C:15]3[C:21]([C:22]4[CH:27]=[C:26]([F:28])[C:25]([F:29])=[CH:24][C:23]=4[O:30][CH3:31])=[CH:20][N:19](COCC[Si](C)(C)C)[C:16]3=[N:17][CH:18]=2)=[CH:9][C:3]=1[C:4]([N:6]([CH3:8])[CH3:7])=[O:5].C(N)CN, predict the reaction product. The product is: [NH2:1][C:2]1[N:12]=[CH:11][C:10]([C:13]2[C:14]([Cl:40])=[C:15]3[C:21]([C:22]4[CH:27]=[C:26]([F:28])[C:25]([F:29])=[CH:24][C:23]=4[O:30][CH3:31])=[CH:20][NH:19][C:16]3=[N:17][CH:18]=2)=[CH:9][C:3]=1[C:4]([N:6]([CH3:7])[CH3:8])=[O:5]. (6) Given the reactants [NH2:1][C:2]1[C:7](I)=[CH:6][N:5]=[C:4]([Br:9])[CH:3]=1.C1(C)C=CC=CC=1P(C1C=CC=CC=1C)C1C=CC=CC=1C.C(N(C(C)C)CC)(C)C.[CH:41]([C:43]([CH3:45])=[O:44])=[CH2:42], predict the reaction product. The product is: [NH2:1][C:2]1[CH:3]=[C:4]([Br:9])[N:5]=[CH:6][C:7]=1/[CH:42]=[CH:41]/[C:43](=[O:44])[CH3:45]. (7) Given the reactants [CH2:1]([O:3][C:4]([N:6]1[CH2:11][CH2:10][C:9](OC)([O:12]C)[CH:8]([O:16][CH2:17][CH:18]2[CH2:20][CH2:19]2)[CH2:7]1)=[O:5])[CH3:2].S(=O)(=O)(O)O, predict the reaction product. The product is: [CH2:1]([O:3][C:4]([N:6]1[CH2:11][CH2:10][C:9](=[O:12])[CH:8]([O:16][CH2:17][CH:18]2[CH2:19][CH2:20]2)[CH2:7]1)=[O:5])[CH3:2]. (8) Given the reactants Cl[C:2]1[CH:7]=[C:6]([O:8][CH3:9])[C:5]([N+:10]([O-:12])=[O:11])=[CH:4][N:3]=1.[NH:13]1[CH2:17][CH2:16][CH2:15][CH2:14]1, predict the reaction product. The product is: [CH3:9][O:8][C:6]1[C:5]([N+:10]([O-:12])=[O:11])=[CH:4][N:3]=[C:2]([N:13]2[CH2:17][CH2:16][CH2:15][CH2:14]2)[CH:7]=1. (9) Given the reactants Br[C:2]1[CH:3]=[C:4]2[C:9](=[CH:10][CH:11]=1)[N:8]=[C:7]([NH:12][CH:13]([CH2:15][CH2:16][CH2:17][N:18]([CH2:21][CH3:22])[CH2:19][CH3:20])[CH3:14])[N:6]=[CH:5]2.[CH3:23][C:24]1[CH:29]=[CH:28][N:27]=[CH:26][C:25]=1B(O)O.C([O-])([O-])=O.[Na+].[Na+].[OH-].[Na+], predict the reaction product. The product is: [CH2:19]([N:18]([CH2:21][CH3:22])[CH2:17][CH2:16][CH2:15][CH:13]([NH:12][C:7]1[N:6]=[CH:5][C:4]2[C:9](=[CH:10][CH:11]=[C:2]([C:25]3[CH:26]=[N:27][CH:28]=[CH:29][C:24]=3[CH3:23])[CH:3]=2)[N:8]=1)[CH3:14])[CH3:20]. (10) The product is: [CH3:18][S:15]([NH:1][CH2:2][C:3]1[CH:4]=[C:5]([Sn:10]([CH3:13])([CH3:12])[CH3:11])[CH:6]=[CH:7][C:8]=1[F:9])(=[O:17])=[O:16]. Given the reactants [NH2:1][CH2:2][C:3]1[CH:4]=[C:5]([Sn:10]([CH3:13])([CH3:12])[CH3:11])[CH:6]=[CH:7][C:8]=1[F:9].Cl[S:15]([CH3:18])(=[O:17])=[O:16].CCN(CC)CC.CCOC(C)=O.O, predict the reaction product.